This data is from NCI-60 drug combinations with 297,098 pairs across 59 cell lines. The task is: Regression. Given two drug SMILES strings and cell line genomic features, predict the synergy score measuring deviation from expected non-interaction effect. (1) Drug 1: CCCCCOC(=O)NC1=NC(=O)N(C=C1F)C2C(C(C(O2)C)O)O. Drug 2: C1=CN(C=N1)CC(O)(P(=O)(O)O)P(=O)(O)O. Cell line: DU-145. Synergy scores: CSS=3.76, Synergy_ZIP=-0.344, Synergy_Bliss=1.53, Synergy_Loewe=-2.79, Synergy_HSA=-1.89. (2) Drug 1: C1CCC(CC1)NC(=O)N(CCCl)N=O. Drug 2: CCN(CC)CCNC(=O)C1=C(NC(=C1C)C=C2C3=C(C=CC(=C3)F)NC2=O)C. Cell line: 786-0. Synergy scores: CSS=15.8, Synergy_ZIP=-5.06, Synergy_Bliss=-4.41, Synergy_Loewe=-7.46, Synergy_HSA=-7.14. (3) Drug 1: CC12CCC(CC1=CCC3C2CCC4(C3CC=C4C5=CN=CC=C5)C)O. Drug 2: C1C(C(OC1N2C=NC3=C(N=C(N=C32)Cl)N)CO)O. Cell line: SR. Synergy scores: CSS=54.2, Synergy_ZIP=1.33, Synergy_Bliss=5.35, Synergy_Loewe=8.01, Synergy_HSA=8.17.